Dataset: Forward reaction prediction with 1.9M reactions from USPTO patents (1976-2016). Task: Predict the product of the given reaction. (1) The product is: [Cl:26][C:2]([CH3:17])([CH3:1])[CH:3]([N:18]=[O:20])[CH2:4][CH2:5][N:6]1[C:7](=[O:16])[C:8]2=[CH:15][CH:14]=[CH:13][CH:12]=[C:9]2[C:10]1=[O:11]. Given the reactants [CH3:1][C:2]([CH3:17])=[CH:3][CH2:4][CH2:5][N:6]1[C:10](=[O:11])[C:9]2=[CH:12][CH:13]=[CH:14][CH:15]=[C:8]2[C:7]1=[O:16].[N:18]([O:20]CCC(C)C)=O.[ClH:26], predict the reaction product. (2) Given the reactants [F:1][C:2]([F:35])([F:34])[C:3]1[CH:4]=[C:5]([C@H:13]([O:15][C@H:16]2[O:24][CH2:23][C@@H:19]3[CH2:20][NH:21][CH2:22][C@H:18]3[C@@H:17]2[C:25]2[CH:30]=[C:29]([I:31])[C:28]([F:32])=[CH:27][C:26]=2[CH3:33])[CH3:14])[CH:6]=[C:7]([C:9]([F:12])([F:11])[F:10])[CH:8]=1.C(O[C:39]1[CH2:44][O:43][CH2:42][C:41](=[O:45])[CH:40]=1)C, predict the reaction product. The product is: [F:35][C:2]([F:1])([F:34])[C:3]1[CH:4]=[C:5]([C@H:13]([O:15][C@H:16]2[O:24][CH2:23][C@@H:19]3[CH2:20][N:21]([C:39]4[CH2:44][O:43][CH2:42][C:41](=[O:45])[CH:40]=4)[CH2:22][C@H:18]3[C@@H:17]2[C:25]2[CH:30]=[C:29]([I:31])[C:28]([F:32])=[CH:27][C:26]=2[CH3:33])[CH3:14])[CH:6]=[C:7]([C:9]([F:10])([F:11])[F:12])[CH:8]=1. (3) Given the reactants FC(F)(F)C([O-])=O.[Cl:8][C:9]1[CH:10]=[N:11][N:12]([C:14]2[CH:19]=[C:18]([CH3:20])[C:17]([CH:21]3[C:25](=[O:26])[CH2:24][C@@H:23]([CH2:27][CH2:28][NH:29][C:30]([C:32]4[CH:37]=[CH:36][CH:35]=[CH:34][NH+:33]=4)=[O:31])[C:22]3=[O:38])=[C:16]([CH3:39])[CH:15]=2)[CH:13]=1.C(=O)(O)[O-].[Na+], predict the reaction product. The product is: [Cl:8][C:9]1[CH:10]=[N:11][N:12]([C:14]2[CH:19]=[C:18]([CH3:20])[C:17]([CH:21]3[C:25](=[O:26])[CH2:24][C@@H:23]([CH2:27][CH2:28][NH:29][C:30]([C:32]4[CH:37]=[CH:36][CH:35]=[CH:34][N:33]=4)=[O:31])[C:22]3=[O:38])=[C:16]([CH3:39])[CH:15]=2)[CH:13]=1. (4) Given the reactants [O:1]=[CH:2][C:3]1[CH:11]=[CH:10][C:8]([OH:9])=[C:5]([O:6][CH3:7])[CH:4]=1.C(=O)([O-])[O-].[K+].[K+].CC(C)=O.Br[CH2:23][CH2:24][CH2:25][Cl:26], predict the reaction product. The product is: [Cl:26][CH2:25][CH2:24][CH2:23][O:9][C:8]1[CH:10]=[CH:11][C:3]([CH:2]=[O:1])=[CH:4][C:5]=1[O:6][CH3:7].